This data is from Reaction yield outcomes from USPTO patents with 853,638 reactions. The task is: Predict the reaction yield, written as a fraction of the theoretical maximum amount of product (1.0 means a 100% yield; for example, 0.34 means a 34% yield). The reactants are [CH:1]1([C:4]([NH:6][C:7]2[S:8][C:9]3[C:14]([N:15]=2)=[CH:13][CH:12]=[C:11]([O:16][C:17]2[CH:18]=[C:19]([CH:24]=[CH:25][C:26]=2[O:27][CH3:28])[C:20]([O:22]C)=[O:21])[N:10]=3)=[O:5])[CH2:3][CH2:2]1.O1CCCC1.[OH-].[Na+].Cl. The catalyst is CO. The product is [CH:1]1([C:4]([NH:6][C:7]2[S:8][C:9]3[C:14]([N:15]=2)=[CH:13][CH:12]=[C:11]([O:16][C:17]2[CH:18]=[C:19]([CH:24]=[CH:25][C:26]=2[O:27][CH3:28])[C:20]([OH:22])=[O:21])[N:10]=3)=[O:5])[CH2:3][CH2:2]1. The yield is 0.960.